This data is from NCI-60 drug combinations with 297,098 pairs across 59 cell lines. The task is: Regression. Given two drug SMILES strings and cell line genomic features, predict the synergy score measuring deviation from expected non-interaction effect. (1) Cell line: SNB-19. Synergy scores: CSS=46.1, Synergy_ZIP=5.35, Synergy_Bliss=7.51, Synergy_Loewe=2.26, Synergy_HSA=2.87. Drug 2: CC1C(C(CC(O1)OC2CC(CC3=C2C(=C4C(=C3O)C(=O)C5=C(C4=O)C(=CC=C5)OC)O)(C(=O)C)O)N)O.Cl. Drug 1: CC1C(C(CC(O1)OC2CC(CC3=C2C(=C4C(=C3O)C(=O)C5=C(C4=O)C(=CC=C5)OC)O)(C(=O)CO)O)N)O.Cl. (2) Drug 1: CC1=CC2C(CCC3(C2CCC3(C(=O)C)OC(=O)C)C)C4(C1=CC(=O)CC4)C. Drug 2: C(CC(=O)O)C(=O)CN.Cl. Cell line: NCIH23. Synergy scores: CSS=6.63, Synergy_ZIP=-2.92, Synergy_Bliss=-2.78, Synergy_Loewe=-7.83, Synergy_HSA=-5.19. (3) Drug 1: CS(=O)(=O)CCNCC1=CC=C(O1)C2=CC3=C(C=C2)N=CN=C3NC4=CC(=C(C=C4)OCC5=CC(=CC=C5)F)Cl. Drug 2: C1CN(P(=O)(OC1)NCCCl)CCCl. Cell line: SF-539. Synergy scores: CSS=-13.8, Synergy_ZIP=2.82, Synergy_Bliss=-0.901, Synergy_Loewe=-4.66, Synergy_HSA=-5.90. (4) Drug 1: C1=CC=C(C(=C1)C(C2=CC=C(C=C2)Cl)C(Cl)Cl)Cl. Drug 2: C1CN(CCN1C(=O)CCBr)C(=O)CCBr. Cell line: SR. Synergy scores: CSS=59.7, Synergy_ZIP=4.01, Synergy_Bliss=4.12, Synergy_Loewe=-17.8, Synergy_HSA=4.16. (5) Drug 1: CN(CC1=CN=C2C(=N1)C(=NC(=N2)N)N)C3=CC=C(C=C3)C(=O)NC(CCC(=O)O)C(=O)O. Drug 2: CC1=C(C=C(C=C1)NC(=O)C2=CC=C(C=C2)CN3CCN(CC3)C)NC4=NC=CC(=N4)C5=CN=CC=C5. Cell line: NCI/ADR-RES. Synergy scores: CSS=0.171, Synergy_ZIP=-3.69, Synergy_Bliss=-6.32, Synergy_Loewe=-7.50, Synergy_HSA=-6.27.